Dataset: Catalyst prediction with 721,799 reactions and 888 catalyst types from USPTO. Task: Predict which catalyst facilitates the given reaction. (1) Reactant: [CH3:1][O:2][C:3]1[CH:21]=[CH:20][C:6]([CH2:7][N:8]2[C:12]([C:13]([O:15][CH3:16])=[O:14])=[CH:11][C:10]([N+:17]([O-])=O)=[N:9]2)=[CH:5][CH:4]=1. Product: [NH2:17][C:10]1[CH:11]=[C:12]([C:13]([O:15][CH3:16])=[O:14])[N:8]([CH2:7][C:6]2[CH:5]=[CH:4][C:3]([O:2][CH3:1])=[CH:21][CH:20]=2)[N:9]=1. The catalyst class is: 19. (2) Reactant: [CH3:1][N:2]([CH3:22])[C:3]1[C:8]([N+:9]([O-])=O)=[CH:7][CH:6]=[C:5]([NH:12][CH2:13][C:14]2[C:19]([CH3:20])=[CH:18][CH:17]=[C:16]([F:21])[CH:15]=2)[N:4]=1.O.NN. Product: [CH3:22][N:2]([CH3:1])[C:3]1[C:8]([NH2:9])=[CH:7][CH:6]=[C:5]([NH:12][CH2:13][C:14]2[C:19]([CH3:20])=[CH:18][CH:17]=[C:16]([F:21])[CH:15]=2)[N:4]=1. The catalyst class is: 446. (3) The catalyst class is: 102. Product: [O:24]=[S:16]1(=[O:25])[C:17]2[CH:23]=[CH:22][CH:21]=[CH:20][C:18]=2[CH2:19][N:13]([C:4]2[CH:3]=[C:2]([NH:26][C@H:27]3[CH2:32][CH2:31][C@H:30]([OH:33])[CH2:29][CH2:28]3)[C:11]3[C:6](=[CH:7][CH:8]=[C:9]([CH3:12])[CH:10]=3)[N:5]=2)[CH2:14][CH2:15]1. Reactant: Cl[C:2]1[C:11]2[C:6](=[CH:7][CH:8]=[C:9]([CH3:12])[CH:10]=2)[N:5]=[C:4]([N:13]2[CH2:19][C:18]3[CH:20]=[CH:21][CH:22]=[CH:23][C:17]=3[S:16](=[O:25])(=[O:24])[CH2:15][CH2:14]2)[CH:3]=1.[NH2:26][C@H:27]1[CH2:32][CH2:31][C@H:30]([OH:33])[CH2:29][CH2:28]1.C1(P(C2CCCCC2)C2C=CC=CC=2C2C=CC=CC=2N(C)C)CCCCC1.CC(C)([O-])C.[Na+]. (4) Reactant: [CH2:1]([O:9][C:10]1[CH:18]=[CH:17][CH:16]=[CH:15][C:11]=1C(Cl)=O)[CH2:2][CH2:3][CH2:4][CH2:5][CH2:6][CH2:7][CH3:8].[O:19]1CCC[CH2:20]1.[OH:24][C:25]1[CH:37]=[CH:36][C:35]2[C:34]3[C:29](=[CH:30][C:31]([OH:38])=[CH:32][CH:33]=3)[CH:28]([CH3:39])[C:27]=2[CH:26]=1.Cl. Product: [CH2:1]([O:9][C:10]1[CH:11]=[CH:15][C:16]([C:20]([O:24][C:25]2[CH:37]=[CH:36][C:35]3[C:34]4[C:29](=[CH:30][C:31]([OH:38])=[CH:32][CH:33]=4)[CH:28]([CH3:39])[C:27]=3[CH:26]=2)=[O:19])=[CH:17][CH:18]=1)[CH2:2][CH2:3][CH2:4][CH2:5][CH2:6][CH2:7][CH3:8]. The catalyst class is: 17. (5) Reactant: [O:1]=[C:2]1[C:6]2([CH2:11][CH2:10][N:9]([CH2:12][CH2:13][CH2:14][N:15]3[C:19]4[CH:20]=[CH:21][CH:22]=[CH:23][C:18]=4[S:17][C:16]3=[O:24])[CH2:8][CH2:7]2)[N:5]([C:25]2[CH:30]=[CH:29][CH:28]=[CH:27][CH:26]=2)[CH2:4][N:3]1[CH2:31][C:32]1[CH:33]=[C:34]([CH:39]=[CH:40][CH:41]=1)[C:35]([O:37]C)=[O:36].O.[OH-].[Li+]. Product: [O:1]=[C:2]1[C:6]2([CH2:7][CH2:8][N:9]([CH2:12][CH2:13][CH2:14][N:15]3[C:19]4[CH:20]=[CH:21][CH:22]=[CH:23][C:18]=4[S:17][C:16]3=[O:24])[CH2:10][CH2:11]2)[N:5]([C:25]2[CH:30]=[CH:29][CH:28]=[CH:27][CH:26]=2)[CH2:4][N:3]1[CH2:31][C:32]1[CH:33]=[C:34]([CH:39]=[CH:40][CH:41]=1)[C:35]([OH:37])=[O:36]. The catalyst class is: 24. (6) Reactant: C([O:3][C:4](=[O:26])[CH:5]([CH2:19][C:20]1[CH:25]=[CH:24][CH:23]=[CH:22][CH:21]=1)[CH2:6][NH:7][C:8]1[S:9][CH:10]=[C:11]([C:13]2[CH:18]=[CH:17][CH:16]=[CH:15][CH:14]=2)[N:12]=1)C.[OH-].[K+].OS([O-])(=O)=O.[K+]. Product: [CH2:19]([CH:5]([CH2:6][NH:7][C:8]1[S:9][CH:10]=[C:11]([C:13]2[CH:18]=[CH:17][CH:16]=[CH:15][CH:14]=2)[N:12]=1)[C:4]([OH:26])=[O:3])[C:20]1[CH:25]=[CH:24][CH:23]=[CH:22][CH:21]=1. The catalyst class is: 88.